From a dataset of Full USPTO retrosynthesis dataset with 1.9M reactions from patents (1976-2016). Predict the reactants needed to synthesize the given product. (1) Given the product [CH2:1]([O:3][C:4](=[O:29])[CH2:5][CH2:6][CH2:7][O:8][C:9]1[CH:14]=[CH:13][CH:12]=[C:11]([CH2:15][CH2:16][CH2:17][CH2:18][CH2:19][CH2:20][O:41][C:33]2[CH:34]=[C:35]([S:37]([CH3:40])(=[O:39])=[O:38])[CH:36]=[C:31]([I:30])[CH:32]=2)[C:10]=1[CH2:22][CH2:23][C:24]([O:26][CH2:27][CH3:28])=[O:25])[CH3:2], predict the reactants needed to synthesize it. The reactants are: [CH2:1]([O:3][C:4](=[O:29])[CH2:5][CH2:6][CH2:7][O:8][C:9]1[CH:14]=[CH:13][CH:12]=[C:11]([CH2:15][CH2:16][CH2:17][CH2:18][CH2:19][CH2:20]Br)[C:10]=1[CH2:22][CH2:23][C:24]([O:26][CH2:27][CH3:28])=[O:25])[CH3:2].[I:30][C:31]1[CH:32]=[C:33]([OH:41])[CH:34]=[C:35]([S:37]([CH3:40])(=[O:39])=[O:38])[CH:36]=1.C(=O)([O-])[O-].[K+].[K+]. (2) The reactants are: [CH3:1][O:2][C:3]1[C:12]2[C:11](=[O:13])[N:10]([CH2:14][C:15]([OH:17])=O)[N:9]=[N:8][C:7]=2[CH:6]=[CH:5][CH:4]=1.[F:18][C:19]1[CH:24]=[C:23]([C:25]([F:28])([F:27])[F:26])[CH:22]=[CH:21][C:20]=1[C@@H:29]([NH2:31])[CH3:30]. Given the product [F:18][C:19]1[CH:24]=[C:23]([C:25]([F:27])([F:28])[F:26])[CH:22]=[CH:21][C:20]=1[C@@H:29]([NH:31][C:15](=[O:17])[CH2:14][N:10]1[C:11](=[O:13])[C:12]2[C:3]([O:2][CH3:1])=[CH:4][CH:5]=[CH:6][C:7]=2[N:8]=[N:9]1)[CH3:30], predict the reactants needed to synthesize it. (3) Given the product [C:20]([O:24][C:25](=[O:31])[N:26]([CH2:27][CH2:28][N:17]1[CH2:16][CH2:15][N:14]([C:9]2[C:8]([C:5]3[CH:6]=[CH:7][C:2]([F:1])=[CH:3][CH:4]=3)=[N:13][CH:12]=[CH:11][N:10]=2)[CH2:19][CH2:18]1)[CH3:30])([CH3:23])([CH3:22])[CH3:21], predict the reactants needed to synthesize it. The reactants are: [F:1][C:2]1[CH:7]=[CH:6][C:5]([C:8]2[C:9]([N:14]3[CH2:19][CH2:18][NH:17][CH2:16][CH2:15]3)=[N:10][CH:11]=[CH:12][N:13]=2)=[CH:4][CH:3]=1.[C:20]([O:24][C:25](=[O:31])[N:26]([CH3:30])[CH2:27][CH:28]=O)([CH3:23])([CH3:22])[CH3:21].C(O[BH-](OC(=O)C)OC(=O)C)(=O)C.[Na+]. (4) The reactants are: Cl[C:2]1[S:3][C:4]2[C:10]([C:11]([O:13][CH3:14])=[O:12])=[CH:9][CH:8]=[CH:7][C:5]=2[N:6]=1.[Cl:15][C:16]1[CH:17]=[C:18]([C:23]2([C:28]([F:31])([F:30])[F:29])[CH2:27][CH2:26][NH:25][CH2:24]2)[CH:19]=[C:20]([Cl:22])[CH:21]=1.C(=O)([O-])[O-].[K+].[K+]. Given the product [Cl:22][C:20]1[CH:19]=[C:18]([C:23]2([C:28]([F:31])([F:30])[F:29])[CH2:27][CH2:26][N:25]([C:2]3[S:3][C:4]4[C:10]([C:11]([O:13][CH3:14])=[O:12])=[CH:9][CH:8]=[CH:7][C:5]=4[N:6]=3)[CH2:24]2)[CH:17]=[C:16]([Cl:15])[CH:21]=1, predict the reactants needed to synthesize it. (5) Given the product [F:3][C:4]1[CH:5]=[C:6]([C:10]2[N:11]=[C:12]([N:15]3[CH2:20][CH2:19][CH2:18][CH2:17][CH2:16]3)[S:13][CH:14]=2)[CH:7]=[CH:8][CH:9]=1, predict the reactants needed to synthesize it. The reactants are: Cl.Cl.[F:3][C:4]1[CH:5]=[C:6]([C:10]2[N:11]=[C:12]([N:15]3[CH2:20][CH2:19][CH2:18][CH2:17][CH2:16]3)[S:13][CH:14]=2)[CH:7]=[CH:8][CH:9]=1.[OH-].[Na+]. (6) Given the product [C:1]([O:5][C:6]([N:8]1[CH2:13][CH2:12][CH:11]([O:14][CH2:18][C:19]2[O:20][C:21]3[CH:27]=[CH:26][C:25]([S:28][CH3:29])=[CH:24][C:22]=3[CH:23]=2)[CH2:10][CH2:9]1)=[O:7])([CH3:4])([CH3:2])[CH3:3], predict the reactants needed to synthesize it. The reactants are: [C:1]([O:5][C:6]([N:8]1[CH2:13][CH2:12][CH:11]([OH:14])[CH2:10][CH2:9]1)=[O:7])([CH3:4])([CH3:3])[CH3:2].[H-].[Na+].Br[CH2:18][C:19]1[O:20][C:21]2[CH:27]=[CH:26][C:25]([S:28][CH3:29])=[CH:24][C:22]=2[CH:23]=1. (7) Given the product [CH:1]1([N:4]([CH2:5][C:6]2[CH:7]=[C:8]([CH:42]=[CH:43][CH:44]=2)[C:9]([NH:11][C:12]2[S:13][C:14]3[CH2:41][CH2:40][CH2:39][CH2:38][C:15]=3[C:16]=2[C:17]([NH:19][C:20]2[CH:25]=[CH:24][C:23]([CH2:26][CH2:27][C:28]3[CH:29]=[CH:30][C:31]([C:32]([O:34][CH3:35])=[O:33])=[CH:36][CH:37]=3)=[CH:22][CH:21]=2)=[O:18])=[O:10])[CH2:46][CH2:47][CH2:48][C:49]([O:51][CH2:52][CH3:53])=[O:50])[CH2:3][CH2:2]1, predict the reactants needed to synthesize it. The reactants are: [CH:1]1([NH:4][CH2:5][C:6]2[CH:7]=[C:8]([CH:42]=[CH:43][CH:44]=2)[C:9]([NH:11][C:12]2[S:13][C:14]3[CH2:41][CH2:40][CH2:39][CH2:38][C:15]=3[C:16]=2[C:17]([NH:19][C:20]2[CH:25]=[CH:24][C:23]([CH2:26][CH2:27][C:28]3[CH:37]=[CH:36][C:31]([C:32]([O:34][CH3:35])=[O:33])=[CH:30][CH:29]=3)=[CH:22][CH:21]=2)=[O:18])=[O:10])[CH2:3][CH2:2]1.Br[CH2:46][CH2:47][CH2:48][C:49]([O:51][CH2:52][CH3:53])=[O:50].